This data is from Forward reaction prediction with 1.9M reactions from USPTO patents (1976-2016). The task is: Predict the product of the given reaction. Given the reactants C[O:2][C:3]([C:5]1[C:6]([C:24]2[CH:29]=[CH:28][C:27]([C:30]([OH:32])=O)=[CH:26][CH:25]=2)=[CH:7][CH:8]=[C:9]([C:11]2[S:12][CH:13]=[C:14]([C:16]3[CH:21]=[CH:20][C:19]([Cl:22])=[C:18]([Cl:23])[CH:17]=3)[N:15]=2)[CH:10]=1)=[O:4].[NH2:33][CH:34]1[CH2:39][CH2:38][N:37]([CH3:40])[CH2:36][CH2:35]1, predict the reaction product. The product is: [Cl:23][C:18]1[CH:17]=[C:16]([C:14]2[N:15]=[C:11]([C:9]3[CH:10]=[C:5]([C:3]([OH:2])=[O:4])[C:6]([C:24]4[CH:29]=[CH:28][C:27]([C:30](=[O:32])[NH:33][CH:34]5[CH2:39][CH2:38][N:37]([CH3:40])[CH2:36][CH2:35]5)=[CH:26][CH:25]=4)=[CH:7][CH:8]=3)[S:12][CH:13]=2)[CH:21]=[CH:20][C:19]=1[Cl:22].